The task is: Predict the reactants needed to synthesize the given product.. This data is from Full USPTO retrosynthesis dataset with 1.9M reactions from patents (1976-2016). (1) Given the product [CH3:15][C:16]1[CH:17]=[CH:18][CH:19]=[C:20]2[C:24]=1[NH:23][C:22]([C:25]([NH:1][C@H:2]1[CH2:7][CH2:6][CH2:5][NH:4][CH2:3]1)=[O:26])=[CH:21]2, predict the reactants needed to synthesize it. The reactants are: [NH2:1][C@H:2]1[CH2:7][CH2:6][CH2:5][N:4](C(OC(C)(C)C)=O)[CH2:3]1.[CH3:15][C:16]1[CH:17]=[CH:18][CH:19]=[C:20]2[C:24]=1[NH:23][C:22]([C:25](O)=[O:26])=[CH:21]2.N. (2) Given the product [C:1]1([C:7]2[N:16]=[CH:15][C:14]3[CH2:13][CH2:12][C:11]4[N:17]=[C:18]([NH:20][C:28](=[O:31])[CH2:29][CH3:30])[S:19][C:10]=4[C:9]=3[N:8]=2)[CH:6]=[CH:5][CH:4]=[CH:3][CH:2]=1, predict the reactants needed to synthesize it. The reactants are: [C:1]1([C:7]2[N:16]=[CH:15][C:14]3[CH2:13][CH2:12][C:11]4[N:17]=[C:18]([NH2:20])[S:19][C:10]=4[C:9]=3[N:8]=2)[CH:6]=[CH:5][CH:4]=[CH:3][CH:2]=1.C(N(CC)CC)C.[C:28](Cl)(=[O:31])[CH2:29][CH3:30].